From a dataset of Reaction yield outcomes from USPTO patents with 853,638 reactions. Predict the reaction yield, written as a fraction of the theoretical maximum amount of product (1.0 means a 100% yield; for example, 0.34 means a 34% yield). (1) The reactants are C(OC([NH:11][C:12]([CH3:17])([C:14]([OH:16])=[O:15])[CH3:13])=O)C1C=CC=CC=1.B(F)(F)F.CCOCC.ClC(Cl)(Cl)C(=N)O[C:31]([CH3:34])([CH3:33])[CH3:32].C([O-])(O)=O.[Na+]. The catalyst is C(Cl)Cl.C1CCCCC1. The product is [CH3:17][C:12]([C:14]([O:16][C:31]([CH3:34])([CH3:33])[CH3:32])=[O:15])([CH3:13])[NH2:11]. The yield is 0.700. (2) The reactants are [CH3:1][C:2]1[N:29]=[C:5]2[NH:6][C:7](=[O:28])[C:8]([CH2:13][C:14]3[CH:19]=[CH:18][C:17]([C:20]4[C:21]([C:26]#[N:27])=[CH:22][CH:23]=[CH:24][CH:25]=4)=[CH:16][CH:15]=3)=[C:9]([CH2:10][CH2:11][CH3:12])[N:4]2[N:3]=1.Br[CH2:31][C:32](=[O:37])[C:33]([CH3:36])([CH3:35])[CH3:34].C(=O)([O-])[O-].[K+].[K+].CN(C)C=O. The catalyst is C(OCC)(=O)C. The product is [CH3:34][C:33]([CH3:36])([CH3:35])[C:32](=[O:37])[CH2:31][N:6]1[C:7](=[O:28])[C:8]([CH2:13][C:14]2[CH:19]=[CH:18][C:17]([C:20]3[C:21]([C:26]#[N:27])=[CH:22][CH:23]=[CH:24][CH:25]=3)=[CH:16][CH:15]=2)=[C:9]([CH2:10][CH2:11][CH3:12])[N:4]2[N:3]=[C:2]([CH3:1])[N:29]=[C:5]12. The yield is 0.150. (3) The reactants are [N+:1]([C:4]1[CH:5]=[C:6]([S:10]([CH2:13][CH2:14][CH2:15][CH2:16][N:17]2C(=O)C3C(=CC=CC=3)C2=O)(=[NH:12])=[O:11])[CH:7]=[CH:8][CH:9]=1)([O-:3])=[O:2].O.NN. The catalyst is C(O)C. The product is [NH2:17][CH2:16][CH2:15][CH2:14][CH2:13][S:10]([C:6]1[CH:7]=[CH:8][CH:9]=[C:4]([N+:1]([O-:3])=[O:2])[CH:5]=1)(=[NH:12])=[O:11]. The yield is 1.00. (4) The reactants are [CH2:1]([OH:4])[CH2:2][OH:3].[CH3:5][O:6][C:7]1[CH:28]=[CH:27][C:10]([C:11](Cl)([C:20]2[CH:25]=[CH:24][CH:23]=[CH:22][CH:21]=2)[C:12]2[CH:17]=[CH:16][C:15]([O:18][CH3:19])=[CH:14][CH:13]=2)=[CH:9][CH:8]=1.C(N(CC)CC)C.O. The catalyst is C(Cl)Cl. The product is [CH3:19][O:18][C:15]1[CH:14]=[CH:13][C:12]([C:11]([C:10]2[CH:9]=[CH:8][C:7]([O:6][CH3:5])=[CH:28][CH:27]=2)([C:20]2[CH:25]=[CH:24][CH:23]=[CH:22][CH:21]=2)[O:3][CH2:2][CH2:1][OH:4])=[CH:17][CH:16]=1. The yield is 0.470.